This data is from Experimentally validated miRNA-target interactions with 360,000+ pairs, plus equal number of negative samples. The task is: Binary Classification. Given a miRNA mature sequence and a target amino acid sequence, predict their likelihood of interaction. (1) The miRNA is hsa-miR-4704-3p with sequence UCAGUCACAUAUCUAGUGUCUA. The protein sequence of the target gene is MFWKFDLHSSSHIDTLLEREDVTLKELMDEEDVLQECKAQNRKLIEFLLKAECLEDLVSFIIEEPPQDMDEKIRYKYPNISCELLTSDVSQMNDRLGEDESLLMKLYSFLLNDSPLNPLLASFFSKVLSILISRKPEQIVDFLKKKHDFVDLIIKHIGTSAIMDLLLRLLTCIEPPQPRQDVLNWLNEEKIIQRLVEIVHPSQEEDRHSNASQSLCEIVRLSRDQMLQIQNSTEPDPLLATLEKQEIIEQLLSNIFHKEKNESAIVSAIQILLTLLETRRPTFEGHIEICPPGMSHSACS.... Result: 1 (interaction). (2) The miRNA is mmu-miR-338-5p with sequence AACAAUAUCCUGGUGCUGAGUG. The protein sequence of the target gene is MIACRMSSQDLSISAKLINGGIAGLVGVTCVFPIDLAKTRLQNQQGKDVYRGMTDCLMKTARAEGFLGMYRGAAVNLTLVTPEKAIKLAANDFLRQLLMQDGTQRNLKMEMLAGCGAGICQVVITCPMEMLKIQLQDAGRLAVCHQASASATPTSRPYSTGSTSTHRRPSATLIARELLRTQGLSGLYRGLGATLLRDIPFSIIYFPLFANLNQLGVSELTGKASFTHSFVAGCTAGSVAAVAVTPLDVLKTRIQTLKKGLGEDTYSGVTDCARKLWTQEGPAAFMKGAGCRALVIAPLF.... Result: 0 (no interaction). (3) The miRNA is cel-miR-269 with sequence GGCAAGACUCUGGCAAAACU. The protein sequence of the target gene is MAALRRMLHLPSLMMGTCRPFAGSLADSCLADRCLWDRLHAQPRLGTVPTFDWFFGYDEVQGLLLPLLQEAQAASPLRVLDVGCGTSSLCTGLYTKSPHPVDVLGVDFSPVAVAHMNSLLEGGPGQTPLCPGHPASSLHFMHADAQNLGAVASSGSFQLLLDKGTWDAVARGGLPRAYQLLSECLRVLNPQGTLIQFSDEDPDVRLPCLEQGSYGWTVTVQELGPFRGITYFAYLIQGSH. Result: 0 (no interaction).